Dataset: Forward reaction prediction with 1.9M reactions from USPTO patents (1976-2016). Task: Predict the product of the given reaction. (1) Given the reactants [CH2:1]([O:8][CH2:9][CH:10]([OH:20])[CH2:11]/[N:12]=C/C1C=CC=CC=1)[C:2]1[CH:7]=[CH:6][CH:5]=[CH:4][CH:3]=1.N1C=CC=CC=1.Cl[C:28]([C:30]1[CH:39]=[CH:38][C:33]([C:34]([O:36][CH3:37])=[O:35])=[CH:32][CH:31]=1)=[O:29], predict the reaction product. The product is: [CH2:1]([O:8][CH2:9][CH:10]([OH:20])[CH2:11][NH:12][C:28]([C:30]1[CH:39]=[CH:38][C:33]([C:34]([O:36][CH3:37])=[O:35])=[CH:32][CH:31]=1)=[O:29])[C:2]1[CH:7]=[CH:6][CH:5]=[CH:4][CH:3]=1. (2) Given the reactants [CH:1]1([C@H:5]([NH:7][C:8]2[C:13]3[N:14]([CH2:26][C:27]4[CH:32]=[CH:31][C:30]([C:33]([F:36])([F:35])[F:34])=[CH:29][CH:28]=4)[C:15]([C:17]4[CH:22]=[C:21]([CH:23]([CH3:25])[CH3:24])[CH:20]=[CH:19][N:18]=4)=[N:16][C:12]=3[C:11](C)=[C:10](C#N)[N:9]=2)[CH3:6])[CH2:4][CH2:3][CH2:2]1.[OH-:40].[Na+].[CH2:42]([OH:44])[CH3:43], predict the reaction product. The product is: [CH:1]1([C@H:5]([NH:7][C:8]2[C:13]3[N:14]([CH2:26][C:27]4[CH:32]=[CH:31][C:30]([C:33]([F:36])([F:35])[F:34])=[CH:29][CH:28]=4)[C:15]([C:17]4[CH:22]=[C:21]([CH:23]([CH3:25])[CH3:24])[CH:20]=[CH:19][N:18]=4)=[N:16][C:12]=3[C:11]([CH3:10])=[C:43]([C:42]([OH:40])=[O:44])[N:9]=2)[CH3:6])[CH2:4][CH2:3][CH2:2]1.[C:30]([OH:44])([C:33]([F:36])([F:35])[F:34])=[O:40]. (3) Given the reactants [O:1]1[C:5]2[CH:6]=[CH:7][C:8]([C:10]3[CH:15]=[CH:14][C:13]([C:16]4[N:21]=[C:20]([O:22][CH2:23][CH2:24][CH2:25][CH2:26][C:27]([CH3:32])([CH3:31])[C:28](O)=[O:29])[CH:19]=[CH:18][CH:17]=4)=[CH:12][CH:11]=3)=[CH:9][C:4]=2[O:3][CH2:2]1.[Cl:33][C:34]1[CH:39]=[CH:38][C:37]([S:40]([NH2:43])(=[O:42])=[O:41])=[CH:36][N:35]=1.CN(C1C=CC=CN=1)C.Cl.CN(C)CCCN=C=NCC, predict the reaction product. The product is: [O:1]1[C:5]2[CH:6]=[CH:7][C:8]([C:10]3[CH:11]=[CH:12][C:13]([C:16]4[N:21]=[C:20]([O:22][CH2:23][CH2:24][CH2:25][CH2:26][C:27]([CH3:31])([CH3:32])[C:28]([NH:43][S:40]([C:37]5[CH:36]=[N:35][C:34]([Cl:33])=[CH:39][CH:38]=5)(=[O:41])=[O:42])=[O:29])[CH:19]=[CH:18][CH:17]=4)=[CH:14][CH:15]=3)=[CH:9][C:4]=2[O:3][CH2:2]1. (4) Given the reactants II.[Br:3][C:4]1[CH:5]=[CH:6][C:7]([OH:24])=[C:8]([C:10](=[O:23])/[CH:11]=[CH:12]/[C:13]2[CH:18]=[CH:17][C:16]([O:19][CH3:20])=[C:15]([O:21][CH3:22])[CH:14]=2)[CH:9]=1.[O-]S([O-])(=S)=O.[Na+].[Na+], predict the reaction product. The product is: [Br:3][C:4]1[CH:9]=[C:8]2[C:7](=[CH:6][CH:5]=1)[O:24][C:12]([C:13]1[CH:18]=[CH:17][C:16]([O:19][CH3:20])=[C:15]([O:21][CH3:22])[CH:14]=1)=[CH:11][C:10]2=[O:23]. (5) Given the reactants [CH:1]([O:4][C:5]([N:7]1[CH2:12][CH2:11][CH:10]([CH:13]2[O:22][C:16]3=[CH:17][N:18]=[C:19](Cl)[CH:20]=[C:15]3[CH2:14]2)[CH2:9][CH2:8]1)=[O:6])([CH3:3])[CH3:2].[CH3:23][S:24]([CH2:27][C:28]1[CH:33]=[CH:32][C:31](B(O)O)=[CH:30][CH:29]=1)(=[O:26])=[O:25], predict the reaction product. The product is: [CH:1]([O:4][C:5]([N:7]1[CH2:12][CH2:11][CH:10]([CH:13]2[O:22][C:16]3=[CH:17][N:18]=[C:19]([C:31]4[CH:30]=[CH:29][C:28]([CH2:27][S:24]([CH3:23])(=[O:26])=[O:25])=[CH:33][CH:32]=4)[CH:20]=[C:15]3[CH2:14]2)[CH2:9][CH2:8]1)=[O:6])([CH3:3])[CH3:2]. (6) Given the reactants [C:1]([O:4][C:5](=[O:7])[CH3:6])(=O)[CH3:2].[CH:8]1([C:14]([C:16]2[CH:22]=[CH:21]C(O)=C[C:17]=2[OH:23])=[O:15])[CH2:13][CH2:12][CH2:11][CH2:10][CH2:9]1.C(N(CC)CC)C.[O:31]1CC[CH2:33][CH2:32]1, predict the reaction product. The product is: [C:5]([O:4][C:1]1[CH:21]=[CH:22][C:16]([C:14]([CH:8]2[CH2:9][CH2:10][CH2:11][CH2:12][CH2:13]2)=[O:15])=[C:17]([O:23][C:32](=[O:31])[CH3:33])[CH:2]=1)(=[O:7])[CH3:6].